From a dataset of Full USPTO retrosynthesis dataset with 1.9M reactions from patents (1976-2016). Predict the reactants needed to synthesize the given product. (1) Given the product [CH3:1][O:2][C:3]1[C:4]2[NH:11][C:14]([CH2:15][CH2:16][CH2:17][NH:18][CH3:19])=[N:10][C:5]=2[C:6]([CH3:9])=[CH:7][CH:8]=1, predict the reactants needed to synthesize it. The reactants are: [CH3:1][O:2][C:3]1[CH:8]=[CH:7][C:6]([CH3:9])=[C:5]([NH2:10])[C:4]=1[NH2:11].CO[C:14]1C(OC)=C[C:17]2[NH:18][C:19](CCCNC)=N[C:16]=2[CH:15]=1. (2) Given the product [Cl:1][C:2]1[CH:10]=[C:9]2[C:5]([C:6]([C:11]([N:13]3[CH2:14][CH2:15][CH:16]([C:19]4[C:24]([O:25][CH3:26])=[CH:23][CH:22]=[CH:21][C:20]=4[O:27][CH3:28])[CH2:17][CH2:18]3)=[O:12])=[CH:7][N:8]2[CH2:30][C:31]2[CH:32]=[N:33][CH:34]=[CH:35][CH:36]=2)=[CH:4][CH:3]=1, predict the reactants needed to synthesize it. The reactants are: [Cl:1][C:2]1[CH:10]=[C:9]2[C:5]([C:6]([C:11]([N:13]3[CH2:18][CH2:17][CH:16]([C:19]4[C:24]([O:25][CH3:26])=[CH:23][CH:22]=[CH:21][C:20]=4[O:27][CH3:28])[CH2:15][CH2:14]3)=[O:12])=[CH:7][NH:8]2)=[CH:4][CH:3]=1.Cl[CH2:30][C:31]1[CH:32]=[N:33][CH:34]=[CH:35][CH:36]=1. (3) Given the product [NH3:10].[Cl:1][C:2]1[CH:7]=[CH:6][C:5]([CH2:8][C:9]2[C:18]3[C:13](=[CH:14][CH:15]=[CH:16][CH:17]=3)[C:12](=[O:19])[N:11]([CH2:20][C@H:21]3[CH2:25][CH2:24][CH2:23][N:22]3[CH2:28][CH:27]([CH3:29])[C:26]([O:31][CH3:32])=[O:30])[N:10]=2)=[CH:4][CH:3]=1, predict the reactants needed to synthesize it. The reactants are: [Cl:1][C:2]1[CH:7]=[CH:6][C:5]([CH2:8][C:9]2[C:18]3[C:13](=[CH:14][CH:15]=[CH:16][CH:17]=3)[C:12](=[O:19])[N:11]([CH2:20][C@H:21]3[CH2:25][CH2:24][CH2:23][NH:22]3)[N:10]=2)=[CH:4][CH:3]=1.[C:26]([O:31][CH3:32])(=[O:30])[C:27]([CH3:29])=[CH2:28]. (4) Given the product [F:58][C:57]1[CH:56]=[CH:55][CH:54]=[C:53]([F:59])[C:52]=1[CH:50]1[O:49][N:48]=[C:47]([C:45]2[N:46]=[C:42]([N:8]3[CH2:9][C:10]4([CH2:13][N:12]([C:14]([O:16][C:17]([CH3:20])([CH3:19])[CH3:18])=[O:15])[CH2:11]4)[CH2:7]3)[S:43][CH:44]=2)[CH2:51]1, predict the reactants needed to synthesize it. The reactants are: C([O-])(=O)C([O-])=O.[CH2:7]1[C:10]2([CH2:13][N:12]([C:14]([O:16][C:17]([CH3:20])([CH3:19])[CH3:18])=[O:15])[CH2:11]2)[CH2:9][NH2+:8]1.[C:17]([O:16][C:14]([N:12]1[CH2:13][C:10]2([CH2:9][NH2+:8][CH2:7]2)[CH2:11]1)=[O:15])([CH3:20])([CH3:19])[CH3:18].C(=O)(O)O.[K].[K].Br[C:42]1[S:43][CH:44]=[C:45]([C:47]2[CH2:51][CH:50]([C:52]3[C:57]([F:58])=[CH:56][CH:55]=[CH:54][C:53]=3[F:59])[O:49][N:48]=2)[N:46]=1. (5) Given the product [C:1]([NH:19][C:18]1[N:10]=[CH:11][N:12]=[C:13]2[C:17]=1[NH:16][CH:15]=[N:14]2)(=[O:8])[C:2]1[CH:7]=[CH:6][CH:5]=[CH:4][CH:3]=1, predict the reactants needed to synthesize it. The reactants are: [C:1](Cl)(=[O:8])[C:2]1[CH:7]=[CH:6][CH:5]=[CH:4][CH:3]=1.[N:10]1[C:18]([NH2:19])=[C:17]2[C:13]([N:14]=[CH:15][NH:16]2)=[N:12][CH:11]=1. (6) Given the product [F:27][C:26]([F:29])([F:28])[S:23]([O:11][C:9]1[N:10]=[C:5]2[CH:4]=[CH:3][C:2]([Cl:1])=[CH:13][N:6]2[C:7](=[O:12])[CH:8]=1)(=[O:25])=[O:24], predict the reactants needed to synthesize it. The reactants are: [Cl:1][C:2]1[CH:3]=[CH:4][C:5]2[N:6]([CH:13]=1)[C:7](=[O:12])[CH:8]=[C:9]([OH:11])[N:10]=2.[H-].[Na+].C1(N([S:23]([C:26]([F:29])([F:28])[F:27])(=[O:25])=[O:24])[S:23]([C:26]([F:29])([F:28])[F:27])(=[O:25])=[O:24])C=CC=CC=1. (7) Given the product [N:1]1([C:5]2[C:10]3=[C:11]([C:15]4[CH:16]=[N:17][N:18]([CH3:21])[C:19]=4[C:27]4[CH:28]=[CH:29][C:24]([O:23][CH3:22])=[CH:25][C:26]=4[CH3:33])[N:12]=[C:13]([CH3:14])[N:9]3[N:8]=[CH:7][N:6]=2)[CH2:4][CH2:3][CH2:2]1, predict the reactants needed to synthesize it. The reactants are: [N:1]1([C:5]2[C:10]3=[C:11]([C:15]4[CH:16]=[N:17][N:18]([CH3:21])[C:19]=4Br)[N:12]=[C:13]([CH3:14])[N:9]3[N:8]=[CH:7][N:6]=2)[CH2:4][CH2:3][CH2:2]1.[CH3:22][O:23][C:24]1[CH:29]=[CH:28][C:27](B(O)O)=[C:26]([CH3:33])[CH:25]=1.O.O.P([O-])([O-])([O-])=O.[K+].[K+].[K+].CN(C)C=O. (8) Given the product [CH:1]([O:4][CH:5]1[C:29]2[C:24](=[CH:25][CH:26]=[CH:27][CH:28]=2)[O:23][C:7]2([CH2:12][CH2:11][NH:10][CH2:9][CH2:8]2)[CH2:6]1)([CH3:3])[CH3:2], predict the reactants needed to synthesize it. The reactants are: [CH:1]([O:4][CH:5]1[C:29]2[C:24](=[CH:25][CH:26]=[CH:27][CH:28]=2)[O:23][C:7]2([CH2:12][CH2:11][N:10](C(OCC3C=CC=CC=3)=O)[CH2:9][CH2:8]2)[CH2:6]1)([CH3:3])[CH3:2].[H][H]. (9) Given the product [C:1]([O:5][C:6]([N:8]1[CH2:13][CH2:12][CH:11]([NH:14][S:15]([C:18]2[C:27]3[CH2:26][CH2:25][CH2:24][CH2:23][C:22]=3[C:21]([C:29]#[N:30])=[CH:20][CH:19]=2)(=[O:17])=[O:16])[CH2:10][CH2:9]1)=[O:7])([CH3:4])([CH3:3])[CH3:2], predict the reactants needed to synthesize it. The reactants are: [C:1]([O:5][C:6]([N:8]1[CH2:13][CH2:12][CH:11]([NH:14][S:15]([C:18]2[C:27]3[CH2:26][CH2:25][CH2:24][CH2:23][C:22]=3[C:21](F)=[CH:20][CH:19]=2)(=[O:17])=[O:16])[CH2:10][CH2:9]1)=[O:7])([CH3:4])([CH3:3])[CH3:2].[C-:29]#[N:30].[Na+]. (10) Given the product [CH3:53][C@H:48]1[N:47]([CH3:46])[CH2:52][CH2:51][N:50]([CH2:2][C:3]([NH:5][C:6]2[CH:7]=[C:8]([CH:25]=[CH:26][C:27]=2[O:28][C:29]([F:32])([F:31])[F:30])[C:9]([NH:11][C:12]2[CH:13]=[N:14][C:15]([C:18]3[CH:23]=[CH:22][CH:21]=[CH:20][C:19]=3[F:24])=[CH:16][CH:17]=2)=[O:10])=[O:4])[CH2:49]1, predict the reactants needed to synthesize it. The reactants are: Cl[CH2:2][C:3]([NH:5][C:6]1[CH:7]=[C:8]([CH:25]=[CH:26][C:27]=1[O:28][C:29]([F:32])([F:31])[F:30])[C:9]([NH:11][C:12]1[CH:13]=[N:14][C:15]([C:18]2[CH:23]=[CH:22][CH:21]=[CH:20][C:19]=2[F:24])=[CH:16][CH:17]=1)=[O:10])=[O:4].[I-].[K+].C(N(C(C)C)C(C)C)C.Cl.Cl.[CH3:46][N:47]1[CH2:52][CH2:51][NH:50][CH2:49][C@H:48]1[CH3:53].